Dataset: Reaction yield outcomes from USPTO patents with 853,638 reactions. Task: Predict the reaction yield, written as a fraction of the theoretical maximum amount of product (1.0 means a 100% yield; for example, 0.34 means a 34% yield). (1) The reactants are [CH3:1][O:2][C:3]1[CH:12]=[CH:11][C:10]2[NH:9][C:8](=[O:13])[C:7]3[S:14][CH:15]=[CH:16][C:6]=3[C:5]=2[C:4]=1[C:17]1[CH:22]=[CH:21][C:20]([CH:23]([CH3:33])[CH2:24][NH:25][C:26](=[O:32])[O:27][C:28]([CH3:31])([CH3:30])[CH3:29])=[CH:19][CH:18]=1.C1C(=O)N([Cl:41])C(=O)C1. No catalyst specified. The product is [Cl:41][C:11]1[C:10]2[NH:9][C:8](=[O:13])[C:7]3[S:14][CH:15]=[CH:16][C:6]=3[C:5]=2[C:4]([C:17]2[CH:22]=[CH:21][C:20]([CH:23]([CH3:33])[CH2:24][NH:25][C:26](=[O:32])[O:27][C:28]([CH3:29])([CH3:31])[CH3:30])=[CH:19][CH:18]=2)=[C:3]([O:2][CH3:1])[CH:12]=1. The yield is 0.560. (2) The reactants are [CH:1]1([CH2:4][CH:5]([C:22]2[CH:36]=[CH:35][C:25]([C:26]([NH:28][CH2:29][CH2:30][C:31]([O:33]C)=[O:32])=[O:27])=[CH:24][CH:23]=2)[O:6][C:7]2[CH:12]=[CH:11][C:10]([N:13]3[CH:17]=[C:16]([C:18]([F:21])([F:20])[F:19])[CH:15]=[N:14]3)=[CH:9][CH:8]=2)[CH2:3][CH2:2]1.O.[OH-].[Li+].Cl. The catalyst is CO.O. The product is [CH:1]1([CH2:4][CH:5]([C:22]2[CH:36]=[CH:35][C:25]([C:26]([NH:28][CH2:29][CH2:30][C:31]([OH:33])=[O:32])=[O:27])=[CH:24][CH:23]=2)[O:6][C:7]2[CH:8]=[CH:9][C:10]([N:13]3[CH:17]=[C:16]([C:18]([F:20])([F:19])[F:21])[CH:15]=[N:14]3)=[CH:11][CH:12]=2)[CH2:2][CH2:3]1. The yield is 0.590. (3) The reactants are [Cl:1][C:2]1[CH:7]=[CH:6][N:5]=[C:4]2[NH:8][CH:9]=[CH:10][C:3]=12.[Li]CCCC.[Si:16](Cl)([C:19]([CH3:22])([CH3:21])[CH3:20])([CH3:18])[CH3:17]. The catalyst is C1COCC1. The product is [C:19]([Si:16]([CH3:18])([CH3:17])[N:8]1[C:4]2=[N:5][CH:6]=[CH:7][C:2]([Cl:1])=[C:3]2[CH:10]=[CH:9]1)([CH3:22])([CH3:21])[CH3:20]. The yield is 0.620. (4) The reactants are [O:1]=[S:2]1(=[O:47])[C:8]2[CH:9]=[C:10]([O:15][CH2:16][C:17]([O:19]C(C)(C)C)=[O:18])[C:11]([S:13][CH3:14])=[CH:12][C:7]=2[N:6]([C:24]2[CH:29]=[CH:28][CH:27]=[CH:26][CH:25]=2)[CH2:5][C:4]([CH2:34][CH2:35][CH2:36][CH3:37])([CH2:30][CH2:31][CH2:32][CH3:33])[N:3]1CC1C=CC(OC)=CC=1. The catalyst is C(O)(C(F)(F)F)=O. The product is [O:47]=[S:2]1(=[O:1])[C:8]2[CH:9]=[C:10]([O:15][CH2:16][C:17]([OH:19])=[O:18])[C:11]([S:13][CH3:14])=[CH:12][C:7]=2[N:6]([C:24]2[CH:25]=[CH:26][CH:27]=[CH:28][CH:29]=2)[CH2:5][C:4]([CH2:34][CH2:35][CH2:36][CH3:37])([CH2:30][CH2:31][CH2:32][CH3:33])[NH:3]1. The yield is 0.920. (5) The reactants are [NH2:1][C:2]1[N:7]=[CH:6][N:5]=[C:4]([NH:8][C@H:9]([C:11]2[N:16]([C:17]3[CH:22]=[CH:21][CH:20]=[CH:19][CH:18]=3)[C:15](=[O:23])[C:14]3=[C:24]([S:27][C:28]4[CH:33]=[CH:32][CH:31]=[CH:30][CH:29]=4)[CH:25]=[CH:26][N:13]3[N:12]=2)[CH3:10])[C:3]=1Br.[F:35][C:36]1[CH:37]=[C:38](B(O)O)[CH:39]=[C:40]([OH:42])[CH:41]=1.C(=O)([O-])[O-].[Na+].[Na+]. No catalyst specified. The product is [NH2:1][C:2]1[N:7]=[CH:6][N:5]=[C:4]([NH:8][C@H:9]([C:11]2[N:16]([C:17]3[CH:22]=[CH:21][CH:20]=[CH:19][CH:18]=3)[C:15](=[O:23])[C:14]3=[C:24]([S:27][C:28]4[CH:33]=[CH:32][CH:31]=[CH:30][CH:29]=4)[CH:25]=[CH:26][N:13]3[N:12]=2)[CH3:10])[C:3]=1[C:38]1[CH:39]=[C:40]([OH:42])[CH:41]=[C:36]([F:35])[CH:37]=1. The yield is 0.0300. (6) The reactants are [CH3:1][C:2]1[CH:3]=[C:4]([O:14][S:15]([C:18]2[CH:23]=[CH:22][CH:21]=[CH:20][C:19]=2[S:24]([N:27]2[CH2:32][CH2:31][N:30]([CH3:33])[CH2:29][CH2:28]2)(=[O:26])=[O:25])(=[O:17])=[O:16])[CH:5]=[C:6]([CH:13]=1)[O:7][CH2:8][CH2:9][CH2:10][O:11][NH2:12].[ClH:34].[N:35]1([C:40](N)=[NH:41])C=CC=N1. The catalyst is CN(C)C=O. The product is [ClH:34].[CH3:1][C:2]1[CH:3]=[C:4]([O:14][S:15]([C:18]2[CH:23]=[CH:22][CH:21]=[CH:20][C:19]=2[S:24]([N:27]2[CH2:28][CH2:29][N:30]([CH3:33])[CH2:31][CH2:32]2)(=[O:25])=[O:26])(=[O:17])=[O:16])[CH:5]=[C:6]([CH:13]=1)[O:7][CH2:8][CH2:9][CH2:10][O:11][NH:12][C:40]([NH2:41])=[NH:35]. The yield is 0.800. (7) The reactants are [Br:1][C:2]1[CH:11]=[CH:10][CH:9]=[C:8]2[C:3]=1[CH:4]=[CH:5][C:6]([O:48][CH3:49])=[C:7]2[CH2:12][N:13]1[C:19](=[O:20])[C@@H:18]([NH:21][C:22](=[O:34])[C@@H:23]([N:25](C)[C:26](=O)OC(C)(C)C)[CH3:24])[C@H:17]([CH3:35])[N:16]([C:36]([CH:38]2[CH2:43][CH2:42][O:41][CH2:40][CH2:39]2)=[O:37])[C:15]2[CH:44]=[CH:45][CH:46]=[CH:47][C:14]1=2.[ClH:50]. The catalyst is CO.C(OCC)C. The product is [ClH:50].[Br:1][C:2]1[CH:11]=[CH:10][CH:9]=[C:8]2[C:3]=1[CH:4]=[CH:5][C:6]([O:48][CH3:49])=[C:7]2[CH2:12][N:13]1[C:19](=[O:20])[C@@H:18]([NH:21][C:22](=[O:34])[C@@H:23]([NH:25][CH3:26])[CH3:24])[C@H:17]([CH3:35])[N:16]([C:36]([CH:38]2[CH2:43][CH2:42][O:41][CH2:40][CH2:39]2)=[O:37])[C:15]2[CH:44]=[CH:45][CH:46]=[CH:47][C:14]1=2. The yield is 0.880.